This data is from Peptide-MHC class I binding affinity with 185,985 pairs from IEDB/IMGT. The task is: Regression. Given a peptide amino acid sequence and an MHC pseudo amino acid sequence, predict their binding affinity value. This is MHC class I binding data. (1) The peptide sequence is GTEEIRSLF. The MHC is HLA-B38:01 with pseudo-sequence HLA-B38:01. The binding affinity (normalized) is 0.0847. (2) The peptide sequence is SLSAYIIRV. The MHC is HLA-A02:03 with pseudo-sequence HLA-A02:03. The binding affinity (normalized) is 0.919. (3) The peptide sequence is GINAVAYYR. The MHC is Patr-A0101 with pseudo-sequence Patr-A0101. The binding affinity (normalized) is 0.906. (4) The peptide sequence is GRYNLVPPK. The MHC is HLA-B15:17 with pseudo-sequence HLA-B15:17. The binding affinity (normalized) is 0.0847. (5) The peptide sequence is GAGLAGAAI. The MHC is Patr-B0101 with pseudo-sequence Patr-B0101. The binding affinity (normalized) is 0.430.